Dataset: Reaction yield outcomes from USPTO patents with 853,638 reactions. Task: Predict the reaction yield, written as a fraction of the theoretical maximum amount of product (1.0 means a 100% yield; for example, 0.34 means a 34% yield). (1) The reactants are [C:1]1([NH:7][C:8]([C:10]2[NH:11][C:12]3[C:17]([C:18]=2[C:19]2[CH:24]=[CH:23][CH:22]=[CH:21][CH:20]=2)=[CH:16][C:15]([NH2:25])=[CH:14][CH:13]=3)=[O:9])[CH:6]=[CH:5][CH:4]=[CH:3][CH:2]=1.[Br:26][C:27]1[CH:32]=[CH:31][C:30]([S:33](Cl)(=[O:35])=[O:34])=[CH:29][CH:28]=1. The catalyst is CCCCCC.C(OCC)(=O)C. The product is [C:1]1([NH:7][C:8]([C:10]2[NH:11][C:12]3[C:17]([C:18]=2[C:19]2[CH:20]=[CH:21][CH:22]=[CH:23][CH:24]=2)=[CH:16][C:15]([NH:25][S:33]([C:30]2[CH:31]=[CH:32][C:27]([Br:26])=[CH:28][CH:29]=2)(=[O:35])=[O:34])=[CH:14][CH:13]=3)=[O:9])[CH:6]=[CH:5][CH:4]=[CH:3][CH:2]=1. The yield is 0.270. (2) The reactants are [S:1]1[CH:5]=[CH:4][N:3]=[CH:2]1.[Li]CCCC.[O:11]1[C:15]2([CH2:20][CH2:19][C:18](=[O:21])[CH2:17][CH2:16]2)[O:14][CH2:13][CH2:12]1. The catalyst is C1COCC1. The product is [S:1]1[CH:5]=[CH:4][N:3]=[C:2]1[C:18]1([OH:21])[CH2:19][CH2:20][C:15]2([O:14][CH2:13][CH2:12][O:11]2)[CH2:16][CH2:17]1. The yield is 0.850.